This data is from Forward reaction prediction with 1.9M reactions from USPTO patents (1976-2016). The task is: Predict the product of the given reaction. (1) Given the reactants [F:1][C:2]1[C:3]([CH2:16][CH2:17][C:18]([O:20]C)=O)=[C:4](C(OC)=O)[C:5]2[C:9]([CH:10]=1)=[N:8][N:7]([CH3:11])[CH:6]=2.C[O-].[Na+], predict the reaction product. The product is: [F:1][C:2]1[C:3]2[CH2:16][CH2:17][C:18](=[O:20])[C:4]=2[C:5]2[C:9]([CH:10]=1)=[N:8][N:7]([CH3:11])[CH:6]=2. (2) Given the reactants [Br:1][C:2]1[CH:3]=[C:4]2[C:8](=[CH:9][CH:10]=1)[NH:7][CH:6]=[C:5]2[C:11](=[O:13])[CH3:12].Br[CH2:15][C:16]([O:18][C:19]([CH3:22])([CH3:21])[CH3:20])=[O:17].C(=O)([O-])[O-].[K+].[K+], predict the reaction product. The product is: [C:11]([C:5]1[C:4]2[C:8](=[CH:9][CH:10]=[C:2]([Br:1])[CH:3]=2)[N:7]([CH2:15][C:16]([O:18][C:19]([CH3:22])([CH3:21])[CH3:20])=[O:17])[CH:6]=1)(=[O:13])[CH3:12]. (3) Given the reactants [NH2:1][C:2]1[C:11]2[N:12]=[CH:13][N:14]([CH:15]([CH2:18][CH3:19])CO)[C:10]=2[C:9]2[CH:8]=[CH:7][CH:6]=[CH:5][C:4]=2[N:3]=1.[C:20]1([OH:26])[CH:25]=[CH:24][CH:23]=[CH:22][CH:21]=1.[C:27]1(P(C2C=CC=CC=2)C2C=CC=CC=2)C=CC=CC=1.N(C(OCC)=O)=NC(OCC)=O, predict the reaction product. The product is: [O:26]([CH2:27][CH2:19][CH2:18][CH2:15][N:14]1[C:10]2[C:9]3[CH:8]=[CH:7][CH:6]=[CH:5][C:4]=3[N:3]=[C:2]([NH2:1])[C:11]=2[N:12]=[CH:13]1)[C:20]1[CH:25]=[CH:24][CH:23]=[CH:22][CH:21]=1. (4) Given the reactants [Br:1][C:2]1[C:14]2[NH:13][C:12]3[C:7](=[CH:8][CH:9]=[CH:10][CH:11]=3)[C:6]=2[CH:5]=[CH:4][CH:3]=1.[H-].[Na+].Cl[C:18]1[N:23]=[C:22]([C:24]2[CH:29]=[CH:28][CH:27]=[CH:26][CH:25]=2)[N:21]=[C:20]([C:30]2[CH:35]=[CH:34][CH:33]=[CH:32][CH:31]=2)[N:19]=1.O, predict the reaction product. The product is: [Br:1][C:2]1[C:14]2[N:13]([C:18]3[N:23]=[C:22]([C:24]4[CH:29]=[CH:28][CH:27]=[CH:26][CH:25]=4)[N:21]=[C:20]([C:30]4[CH:31]=[CH:32][CH:33]=[CH:34][CH:35]=4)[N:19]=3)[C:12]3[C:7](=[CH:8][CH:9]=[CH:10][CH:11]=3)[C:6]=2[CH:5]=[CH:4][CH:3]=1. (5) Given the reactants [CH:1]1([C:4]2[CH:11]=[CH:10][C:7]([CH:8]=[O:9])=[CH:6][CH:5]=2)[CH2:3][CH2:2]1.Br[C:13]1C=CC(C2(CC)CC2)=C[CH:14]=1.[Li]CCCC.CN(C=O)C, predict the reaction product. The product is: [CH2:13]([C:1]1([C:4]2[CH:5]=[CH:6][C:7]([CH:8]=[O:9])=[CH:10][CH:11]=2)[CH2:2][CH2:3]1)[CH3:14]. (6) Given the reactants [CH:1]1([C:4]2[O:5][C:6]3[C:7](=[C:9]([C:22]#[N:23])[C:10]([CH3:21])=[C:11]([C:14]4[CH:19]=[CH:18][CH:17]=[CH:16][C:15]=4[F:20])[C:12]=3F)[N:8]=2)[CH2:3][CH2:2]1.C(N(CC)CC)C.[CH3:31][N:32]([CH3:38])[C@H:33]1[CH2:37][CH2:36][NH:35][CH2:34]1.C(=O)([O-])O.[Na+], predict the reaction product. The product is: [CH:1]1([C:4]2[O:5][C:6]3[C:7](=[C:9]([C:22]#[N:23])[C:10]([CH3:21])=[C:11]([C:14]4[CH:19]=[CH:18][CH:17]=[CH:16][C:15]=4[F:20])[C:12]=3[N:35]3[CH2:36][CH2:37][C@H:33]([N:32]([CH3:38])[CH3:31])[CH2:34]3)[N:8]=2)[CH2:3][CH2:2]1. (7) Given the reactants [NH2:1][C:2]1[C:3]([C:10]([O:12][CH3:13])=[O:11])=[N:4][C:5](Br)=[C:6]([F:8])[CH:7]=1.[F:14][C:15]1[CH:20]=[CH:19][CH:18]=[C:17]([F:21])[C:16]=1B1OC(C)(C)C(C)(C)O1.CCN(C(C)C)C(C)C, predict the reaction product. The product is: [NH2:1][C:2]1[C:3]([C:10]([O:12][CH3:13])=[O:11])=[N:4][C:5]([C:16]2[C:15]([F:14])=[CH:20][CH:19]=[CH:18][C:17]=2[F:21])=[C:6]([F:8])[CH:7]=1.